Task: Predict the product of the given reaction.. Dataset: Forward reaction prediction with 1.9M reactions from USPTO patents (1976-2016) (1) Given the reactants [N+:1]([O-:4])([OH:3])=[O:2].[Cl:5][C:6]1[CH:7]=[C:8]([CH3:12])[CH:9]=[CH:10][CH:11]=1.S(=O)(=O)(O)O, predict the reaction product. The product is: [Cl:5][C:6]1[CH:7]=[C:8]([CH3:12])[CH:9]=[CH:10][C:11]=1[N+:1]([O-:4])=[O:2].[Cl:5][C:6]1[CH:11]=[CH:10][C:9]([N+:1]([O-:3])=[O:2])=[C:8]([CH3:12])[CH:7]=1. (2) Given the reactants [F:1][C:2]([F:15])([F:14])[CH2:3][N:4]1[C:9](=[O:10])[C:8]2[CH:11]=[CH:12][O:13][C:7]=2[N:6]=[CH:5]1.[Br:16]Br, predict the reaction product. The product is: [Br:16][C:12]1[O:13][C:7]2[N:6]=[CH:5][N:4]([CH2:3][C:2]([F:1])([F:14])[F:15])[C:9](=[O:10])[C:8]=2[CH:11]=1. (3) Given the reactants [NH:1]1[C:9]2[C:4](=[CH:5][CH:6]=[CH:7][CH:8]=2)[CH:3]=[CH:2]1.[CH3:10][C:11]([O:14][C:15](O[C:15]([O:14][C:11]([CH3:13])([CH3:12])[CH3:10])=[O:16])=[O:16])([CH3:13])[CH3:12].O, predict the reaction product. The product is: [N:1]1([C:15]([O:14][C:11]([CH3:13])([CH3:12])[CH3:10])=[O:16])[C:9]2[C:4](=[CH:5][CH:6]=[CH:7][CH:8]=2)[CH:3]=[CH:2]1. (4) Given the reactants [CH3:1][C:2]1[N:3]=[C:4]([C:7]#[N:8])[S:5][CH:6]=1.[C:9](OC)(=[O:17])[C:10]1[C:11](=[CH:13][CH:14]=[CH:15][CH:16]=1)[SH:12].C(N(CC)CC)C, predict the reaction product. The product is: [CH3:1][C:2]1[N:3]=[C:4]([C:7]2[S:12][C:11]3[CH:13]=[CH:14][CH:15]=[CH:16][C:10]=3[C:9](=[O:17])[N:8]=2)[S:5][CH:6]=1. (5) Given the reactants [NH2:1][C:2]([CH2:4][C:5]1[CH:21]=[CH:20][CH:19]=[CH:18][C:6]=1[O:7][C:8]([CH3:17])([CH3:16])[C:9]([O:11][C:12]([CH3:15])([CH3:14])[CH3:13])=[O:10])=O.Cl.C(N)C.C(OCC)(=O)C, predict the reaction product. The product is: [NH2:1][CH2:2][CH2:4][C:5]1[CH:21]=[CH:20][CH:19]=[CH:18][C:6]=1[O:7][C:8]([CH3:16])([CH3:17])[C:9]([O:11][C:12]([CH3:13])([CH3:14])[CH3:15])=[O:10]. (6) The product is: [N:12]1([CH2:11][C:8]([NH:25][C:24]2[CH:26]=[CH:27][C:28]([F:29])=[C:22]([F:21])[CH:23]=2)=[O:10])[C:16]2[CH:17]=[CH:18][CH:19]=[CH:20][C:15]=2[N:14]=[CH:13]1. Given the reactants FC(F)(F)C([O-])=O.[C:8]([CH2:11][N:12]1[C:16]2[CH:17]=[CH:18][CH:19]=[CH:20][C:15]=2[NH+:14]=[CH:13]1)([OH:10])=O.[F:21][C:22]1[CH:23]=[C:24]([CH:26]=[CH:27][C:28]=1[F:29])[NH2:25], predict the reaction product. (7) The product is: [C:16]([O:20][C:21](=[O:27])[NH:22][CH:23]1[CH2:26][N:25]([CH2:14][CH:12]([OH:13])[CH2:11][NH:10][C:9]([O:8][CH2:1][C:2]2[CH:7]=[CH:6][CH:5]=[CH:4][CH:3]=2)=[O:15])[CH2:24]1)([CH3:19])([CH3:17])[CH3:18]. Given the reactants [CH2:1]([O:8][C:9](=[O:15])[NH:10][CH2:11][C@H:12]1[CH2:14][O:13]1)[C:2]1[CH:7]=[CH:6][CH:5]=[CH:4][CH:3]=1.[C:16]([O:20][C:21](=[O:27])[NH:22][CH:23]1[CH2:26][NH:25][CH2:24]1)([CH3:19])([CH3:18])[CH3:17].[O-]S([O-])(=O)=O.[Mg+2], predict the reaction product.